Dataset: Full USPTO retrosynthesis dataset with 1.9M reactions from patents (1976-2016). Task: Predict the reactants needed to synthesize the given product. (1) Given the product [CH3:1][CH2:2][C:4]1[C@H:11]2[C@@H:12]3[CH2:13][O:14][C@H:9]([C@@H:10]2[OH:15])[C@:8]2([C:25](=[O:26])[N:24]([O:27][CH3:28])[C:17]4[CH:18]=[C:19]([O:22][CH3:23])[CH:20]=[CH:21][C:16]2=4)[CH2:7][C@@H:6]3[N:5]=1, predict the reactants needed to synthesize it. The reactants are: [CH3:1][C:2]([C:4]1[C@H:11]2[C@@H:12]3[CH2:13][O:14][C@H:9]([C@@H:10]2[OH:15])[C@:8]2([C:25](=[O:26])[N:24]([O:27][CH3:28])[C:17]4[CH:18]=[C:19]([O:22][CH3:23])[CH:20]=[CH:21][C:16]2=4)[CH2:7][C@@H:6]3[N:5]=1)=O.P(Cl)(Cl)(Cl)=O. (2) Given the product [N:20]([C:15]1([CH2:17][OH:16])[C:14]2[CH:13]=[C:12]([Cl:18])[N:11]=[C:10]([F:19])[C:9]=2[O:8][C:5]2[C:4]1=[CH:3][C:2]([Br:1])=[CH:7][CH:6]=2)=[N+:21]=[N-:22], predict the reactants needed to synthesize it. The reactants are: [Br:1][C:2]1[CH:3]=[C:4]2[C:15]3([CH2:17][O:16]3)[C:14]3[CH:13]=[C:12]([Cl:18])[N:11]=[C:10]([F:19])[C:9]=3[O:8][C:5]2=[CH:6][CH:7]=1.[N:20]([Si](C)(C)C)=[N+:21]=[N-:22].